This data is from Forward reaction prediction with 1.9M reactions from USPTO patents (1976-2016). The task is: Predict the product of the given reaction. (1) Given the reactants C(OC([NH:8][CH2:9][CH2:10][CH2:11][N:12]1[C:16]2[CH:17]=[CH:18][C:19]([C:21]([OH:23])=O)=[CH:20][C:15]=2[NH:14][C:13]1=[O:24])=O)(C)(C)C.[NH2:25][C:26]1[S:27][C:28]([C:31]2[O:32][CH:33]=[CH:34][CH:35]=2)=[N:29][N:30]=1, predict the reaction product. The product is: [O:32]1[CH:33]=[CH:34][CH:35]=[C:31]1[C:28]1[S:27][C:26]([NH:25][C:21]([C:19]2[CH:18]=[CH:17][C:16]3[N:12]([CH2:11][CH2:10][CH2:9][NH2:8])[C:13](=[O:24])[NH:14][C:15]=3[CH:20]=2)=[O:23])=[N:30][N:29]=1. (2) Given the reactants [C:1](Cl)(=[O:12])[O:2][C:3]1[CH:8]=[CH:7][C:6]([N+:9]([O-:11])=[O:10])=[CH:5][CH:4]=1.Cl.[CH3:15][N:16]1[CH2:21][CH2:20][N:19]([C:22]2[CH:27]=[C:26]([C:28]3[CH:37]=[C:36]4[C:31]([CH2:32][CH2:33][NH:34][CH2:35]4)=[CH:30][CH:29]=3)[N:25]=[C:24]([NH2:38])[N:23]=2)[CH2:18][CH2:17]1.C(N(CC)CC)C.C(#N)C, predict the reaction product. The product is: [NH2:38][C:24]1[N:25]=[C:26]([C:28]2[CH:37]=[C:36]3[C:31]([CH2:32][CH2:33][N:34]([C:1]([O:2][C:3]4[CH:8]=[CH:7][C:6]([N+:9]([O-:11])=[O:10])=[CH:5][CH:4]=4)=[O:12])[CH2:35]3)=[CH:30][CH:29]=2)[CH:27]=[C:22]([N:19]2[CH2:18][CH2:17][N:16]([CH3:15])[CH2:21][CH2:20]2)[N:23]=1.